Dataset: Catalyst prediction with 721,799 reactions and 888 catalyst types from USPTO. Task: Predict which catalyst facilitates the given reaction. (1) Reactant: O.NN.[C:4]([C:6]1[CH:23]=[CH:22][C:9]([CH2:10][N:11]2C(=O)C3=CC=CC=C3C2=O)=[CH:8][CH:7]=1)#[N:5].CO. Product: [C:4]([C:6]1[CH:23]=[CH:22][C:9]([CH2:10][NH2:11])=[CH:8][CH:7]=1)#[N:5]. The catalyst class is: 6. (2) Reactant: [F:1][CH:2]([F:17])[O:3][C:4]1[CH:5]=[C:6]([CH:11]=[CH:12][C:13]=1[N+:14]([O-])=O)[C:7]([O:9][CH3:10])=[O:8].Cl[Sn]Cl.O. Product: [NH2:14][C:13]1[CH:12]=[CH:11][C:6]([C:7]([O:9][CH3:10])=[O:8])=[CH:5][C:4]=1[O:3][CH:2]([F:1])[F:17]. The catalyst class is: 1. (3) Reactant: Br[C:2]1[CH:11]=[C:10]2[C:5]([C:6](=[O:12])[CH2:7][CH2:8][O:9]2)=[CH:4][CH:3]=1.[CH3:13][C:14]1[CH:19]=[CH:18][CH:17]=[CH:16][C:15]=1B(O)O.C([O-])([O-])=O.[Na+].[Na+]. Product: [CH3:13][C:14]1[CH:19]=[CH:18][CH:17]=[CH:16][C:15]=1[C:2]1[CH:3]=[CH:4][C:5]2[C:6](=[O:12])[CH2:7][CH2:8][O:9][C:10]=2[CH:11]=1. The catalyst class is: 77. (4) Reactant: [Cl:1][C:2]1[CH:3]=[C:4]([C:8]2[O:12][N:11]=[C:10]([CH2:13][S:14][C:15]3[N:16]([CH3:26])[C:17]([C:20]4[CH:25]=[CH:24][N:23]=[CH:22][CH:21]=4)=[N:18][N:19]=3)[N:9]=2)[CH:5]=[CH:6][CH:7]=1.C1C=C(Cl)C=C(C(OO)=[O:35])C=1. Product: [Cl:1][C:2]1[CH:3]=[C:4]([C:8]2[O:12][N:11]=[C:10]([CH2:13][S:14][C:15]3[N:16]([CH3:26])[C:17]([C:20]4[CH:25]=[CH:24][N+:23]([O-:35])=[CH:22][CH:21]=4)=[N:18][N:19]=3)[N:9]=2)[CH:5]=[CH:6][CH:7]=1. The catalyst class is: 4. (5) Reactant: [CH3:1][O:2][C:3]1[N:8]=[C:7]([C:9]2[N:10]=[C:11]([NH:28][C:29]3[CH:34]=[CH:33][C:32]([CH:35]4[CH2:40][CH2:39][N:38](C(OC(C)(C)C)=O)[CH2:37][CH2:36]4)=[C:31]([CH3:48])[CH:30]=3)[C:12]3[C:13](=[O:27])[N:14](COCC[Si](C)(C)C)[CH:15]=[CH:16][C:17]=3[CH:18]=2)[CH:6]=[N:5][CH:4]=1.Cl. Product: [CH3:1][O:2][C:3]1[N:8]=[C:7]([C:9]2[CH:18]=[C:17]3[C:12](=[C:11]([NH:28][C:29]4[CH:34]=[CH:33][C:32]([CH:35]5[CH2:40][CH2:39][NH:38][CH2:37][CH2:36]5)=[C:31]([CH3:48])[CH:30]=4)[N:10]=2)[C:13](=[O:27])[NH:14][CH:15]=[CH:16]3)[CH:6]=[N:5][CH:4]=1. The catalyst class is: 5.